This data is from Forward reaction prediction with 1.9M reactions from USPTO patents (1976-2016). The task is: Predict the product of the given reaction. (1) Given the reactants [CH3:1][CH:2]([CH2:6][CH3:7])[C:3](Cl)=[O:4].[I-].[CH2:9]([O:11][C:12]([C:14]1[CH:19]=[CH:18][C:17]([Zn+])=[CH:16][CH:15]=1)=[O:13])[CH3:10], predict the reaction product. The product is: [O:4]=[C:3]([C:17]1[CH:18]=[CH:19][C:14]([C:12]([O:11][CH2:9][CH3:10])=[O:13])=[CH:15][CH:16]=1)[CH:2]([CH3:1])[CH2:6][CH3:7]. (2) Given the reactants [CH:1]([C:3]1[CH:10]=[CH:9][C:6]([C:7]#[N:8])=[C:5]([O:11][CH3:12])[C:4]=1[CH3:13])=[CH2:2].C1C=C(Cl)C=C(C(OO)=[O:22])C=1, predict the reaction product. The product is: [CH3:13][C:4]1[C:5]([O:11][CH3:12])=[C:6]([CH:9]=[CH:10][C:3]=1[CH:1]1[CH2:2][O:22]1)[C:7]#[N:8]. (3) Given the reactants [NH2:1][C:2]1[CH:7]=[C:6]([F:8])[C:5]([F:9])=[CH:4][C:3]=1[OH:10].[C:11](OCC)(OCC)(OCC)[CH3:12].FC(F)(F)S([O-])(=O)=O.[Bi+3].FC(F)(F)S([O-])(=O)=O.FC(F)(F)S([O-])(=O)=O, predict the reaction product. The product is: [F:8][C:6]1[C:5]([F:9])=[CH:4][C:3]2[O:10][C:11]([CH3:12])=[N:1][C:2]=2[CH:7]=1. (4) Given the reactants FC(F)(F)S([O:6][C:7]1[CH:16]=[CH:15][C:14]2[C:9](=[CH:10][CH:11]=[CH:12][CH:13]=2)[C:8]=1[CH:17]1[C:26]2[C:21](=[CH:22][CH:23]=[CH:24][CH:25]=2)[CH2:20][CH2:19][N:18]1C)(=O)=O.FC(F)(F)S(OS(C(F)(F)F)(=O)=O)(=O)=[O:33].CN1C[CH2:54][C:53]2[C:48](=[CH:49][CH:50]=[CH:51][CH:52]=2)[CH:54]1[C:53]1[C:52]2[C:51](=CC=CC=2)[CH:50]=[CH:49][C:48]=1O.N1C=CC=CC=1, predict the reaction product. The product is: [OH:6][C:7]1[C:8]([CH:17]2[C:26]3[C:21](=[CH:22][CH:23]=[CH:24][CH:25]=3)[CH2:20][CH2:19][NH:18]2)=[C:9]2[C:14](=[CH:15][CH:16]=1)[CH:13]=[C:12]([C:54]([C:53]1[CH:48]=[CH:49][CH:50]=[CH:51][CH:52]=1)=[O:33])[CH:11]=[CH:10]2. (5) Given the reactants [S:1]1[C:9]2[CH2:8][CH2:7][N:6]([C:10]([C:12]3[CH:13]=[C:14]([CH:19]=[CH:20][CH:21]=3)[C:15](OC)=[O:16])=O)[CH2:5][C:4]=2[CH:3]=[CH:2]1.[H-].[H-].[H-].[H-].[Li+].[Al+3].C(OCC)(=O)C.S([O-])([O-])(=O)=O.[Na+].[Na+], predict the reaction product. The product is: [S:1]1[C:9]2[CH2:8][CH2:7][N:6]([CH2:10][C:12]3[CH:13]=[C:14]([CH2:15][OH:16])[CH:19]=[CH:20][CH:21]=3)[CH2:5][C:4]=2[CH:3]=[CH:2]1. (6) Given the reactants [Cl:1][C:2]1[C:3](=[O:32])[N:4]([CH2:19][C:20]2[CH:21]=[C:22]3[C:26](=[CH:27][CH:28]=2)[NH:25][C:24](=[O:29])[C:23]3(Br)Br)[C:5]([CH3:18])=[CH:6][C:7]=1[O:8][CH2:9][C:10]1[CH:15]=[CH:14][C:13]([F:16])=[CH:12][C:11]=1[F:17], predict the reaction product. The product is: [Cl:1][C:2]1[C:3](=[O:32])[N:4]([CH2:19][C:20]2[CH:21]=[C:22]3[C:26](=[CH:27][CH:28]=2)[NH:25][C:24](=[O:29])[CH2:23]3)[C:5]([CH3:18])=[CH:6][C:7]=1[O:8][CH2:9][C:10]1[CH:15]=[CH:14][C:13]([F:16])=[CH:12][C:11]=1[F:17]. (7) Given the reactants Br[C:2]1[CH:3]=[C:4]([C:8]2([C:19]3[CH:24]=[CH:23][C:22]([F:25])=[C:21]([O:26][CH3:27])[CH:20]=3)[C:16]3[C:11](=[C:12]([F:17])[CH:13]=[CH:14][CH:15]=3)[C:10]([NH2:18])=[N:9]2)[CH:5]=[CH:6][CH:7]=1.[N:28]1[CH:33]=[C:32](B(O)O)[CH:31]=[N:30][CH:29]=1, predict the reaction product. The product is: [F:17][C:12]1[CH:13]=[CH:14][CH:15]=[C:16]2[C:11]=1[C:10]([NH2:18])=[N:9][C:8]2([C:19]1[CH:24]=[CH:23][C:22]([F:25])=[C:21]([O:26][CH3:27])[CH:20]=1)[C:4]1[CH:5]=[CH:6][CH:7]=[C:2]([C:32]2[CH:33]=[N:28][CH:29]=[N:30][CH:31]=2)[CH:3]=1. (8) The product is: [Cl:1][C:2]1[S:3][C:4]([CH2:7][NH:8][C:9]2[C:14]([C:15]3[CH:20]=[CH:19][CH:18]=[CH:17][CH:16]=3)=[CH:13][CH:12]=[CH:11][N:10]=2)=[CH:5][N:6]=1. Given the reactants [Cl:1][C:2]1[S:3][C:4]([CH:7]=[N:8][C:9]2[C:14]([C:15]3[CH:20]=[CH:19][CH:18]=[CH:17][CH:16]=3)=[CH:13][CH:12]=[CH:11][N:10]=2)=[CH:5][N:6]=1.[BH4-].[Na+], predict the reaction product. (9) The product is: [CH2:1]([C:8]1[N:12]=[C:11]([NH:13][C:14]([C:16]2[CH:17]=[CH:18][C:19]([C@H:22]3[CH2:27][CH2:26][C@H:25](/[CH:28]=[CH:29]/[C:30]([OH:32])=[O:31])[CH2:24][CH2:23]3)=[CH:20][CH:21]=2)=[O:15])[O:10][N:9]=1)[C:2]1[CH:7]=[CH:6][CH:5]=[CH:4][CH:3]=1. Given the reactants [CH2:1]([C:8]1[N:12]=[C:11]([NH:13][C:14]([C:16]2[CH:21]=[CH:20][C:19]([C@H:22]3[CH2:27][CH2:26][C@H:25](/[CH:28]=[CH:29]/[C:30]([O:32]C(C)(C)C)=[O:31])[CH2:24][CH2:23]3)=[CH:18][CH:17]=2)=[O:15])[O:10][N:9]=1)[C:2]1[CH:7]=[CH:6][CH:5]=[CH:4][CH:3]=1.FC(F)(F)C(O)=O, predict the reaction product.